This data is from Peptide-MHC class II binding affinity with 134,281 pairs from IEDB. The task is: Regression. Given a peptide amino acid sequence and an MHC pseudo amino acid sequence, predict their binding affinity value. This is MHC class II binding data. (1) The peptide sequence is STWLLKPGAGIMIFD. The MHC is DRB1_0101 with pseudo-sequence DRB1_0101. The binding affinity (normalized) is 0.632. (2) The peptide sequence is PGVDYTITVYAVTYY. The MHC is HLA-DQA10401-DQB10402 with pseudo-sequence HLA-DQA10401-DQB10402. The binding affinity (normalized) is 0.230. (3) The peptide sequence is RDSDDWLNKYSYYPE. The MHC is HLA-DQA10501-DQB10402 with pseudo-sequence HLA-DQA10501-DQB10402. The binding affinity (normalized) is 0.342. (4) The peptide sequence is EALIHQLKINPYVLS. The MHC is HLA-DQA10401-DQB10402 with pseudo-sequence HLA-DQA10401-DQB10402. The binding affinity (normalized) is 0.255.